Dataset: Peptide-MHC class I binding affinity with 185,985 pairs from IEDB/IMGT. Task: Regression. Given a peptide amino acid sequence and an MHC pseudo amino acid sequence, predict their binding affinity value. This is MHC class I binding data. (1) The peptide sequence is YLDADREFL. The MHC is HLA-A69:01 with pseudo-sequence HLA-A69:01. The binding affinity (normalized) is 0.278. (2) The peptide sequence is HTDNGANF. The MHC is Mamu-B17 with pseudo-sequence Mamu-B17. The binding affinity (normalized) is 0.117. (3) The peptide sequence is SSFDYCGVNH. The MHC is HLA-A11:01 with pseudo-sequence HLA-A11:01. The binding affinity (normalized) is 0.216. (4) The peptide sequence is YANCSSISIK. The MHC is HLA-A31:01 with pseudo-sequence HLA-A31:01. The binding affinity (normalized) is 0.227.